Predict the reactants needed to synthesize the given product. From a dataset of Full USPTO retrosynthesis dataset with 1.9M reactions from patents (1976-2016). (1) Given the product [NH2:8][CH2:9][C:10]1[CH:11]=[N:12][C:13](/[CH:33]=[CH:34]/[CH:32]2[CH2:31][CH2:19][CH2:24][CH2:23][CH2:22]2)=[CH:14][CH:15]=1, predict the reactants needed to synthesize it. The reactants are: C(OC([NH:8][CH2:9][C:10]1[CH:11]=[N:12][C:13](Cl)=[CH:14][CH:15]=1)=O)(C)(C)C.NC[C:19]1C=N[C:22](Cl)=[CH:23][CH:24]=1.C(N([CH2:31][CH3:32])CC)C.[C:33](OC(OC(OC(C)(C)C)=O)=O)(C)(C)[CH3:34].C([O-])(O)=O.[Na+]. (2) Given the product [OH:10][CH2:11][N:1]([CH2:6][C:7]([OH:9])=[O:8])[CH2:2][C:3]([OH:5])=[O:4], predict the reactants needed to synthesize it. The reactants are: [NH:1]([CH2:6][C:7]([OH:9])=[O:8])[CH2:2][C:3]([OH:5])=[O:4].[O:10]1COCO[CH2:11]1. (3) Given the product [F:1][C:2]1[C:3]([S:21][CH3:20])=[C:4]([CH:8]=[CH:9][C:10]=1[C:11]([F:12])([F:13])[F:14])[C:5]([OH:7])=[O:6], predict the reactants needed to synthesize it. The reactants are: [F:1][C:2]1[CH:3]=[C:4]([CH:8]=[CH:9][C:10]=1[C:11]([F:14])([F:13])[F:12])[C:5]([OH:7])=[O:6].C([Li])CCC.[CH3:20][S:21]SC.Cl. (4) Given the product [CH3:13][O:12][C:10]1[CH:9]=[C:8]([O:14][CH3:15])[CH:7]=[C:6]2[C:11]=1[C:2]([O:16][C:17]1[CH:18]=[N:19][N:20]([CH2:22][C:23]([O:25][C:26]([CH3:29])([CH3:28])[CH3:27])=[O:24])[CH:21]=1)=[N:3][CH:4]=[N:5]2, predict the reactants needed to synthesize it. The reactants are: Cl[C:2]1[C:11]2[C:6](=[CH:7][C:8]([O:14][CH3:15])=[CH:9][C:10]=2[O:12][CH3:13])[N:5]=[CH:4][N:3]=1.[OH:16][C:17]1[CH:18]=[N:19][N:20]([CH2:22][C:23]([O:25][C:26]([CH3:29])([CH3:28])[CH3:27])=[O:24])[CH:21]=1.C(=O)([O-])[O-].[K+].[K+].CN(C=O)C. (5) Given the product [CH3:21][O:22][C:23]1[CH:31]=[CH:30][C:26]([C:27]([NH:20][C:18]2[O:19][C:15]([C:12]3[CH:11]=[CH:10][C:9]([O:8][C:4]4[CH:3]=[N:2][CH:7]=[CH:6][CH:5]=4)=[CH:14][CH:13]=3)=[N:16][N:17]=2)=[O:28])=[CH:25][C:24]=1[C:32]([F:33])([F:34])[F:35], predict the reactants needed to synthesize it. The reactants are: Br.[N:2]1[CH:7]=[CH:6][CH:5]=[C:4]([O:8][C:9]2[CH:14]=[CH:13][C:12]([C:15]3[O:19][C:18]([NH2:20])=[N:17][N:16]=3)=[CH:11][CH:10]=2)[CH:3]=1.[CH3:21][O:22][C:23]1[CH:31]=[CH:30][C:26]([C:27](Cl)=[O:28])=[CH:25][C:24]=1[C:32]([F:35])([F:34])[F:33]. (6) Given the product [O:21]=[C:15]1[CH:14]([N:8]2[C:7](=[O:22])[C:6]3[C:10](=[CH:11][CH:12]=[C:4]([CH2:3][NH:2][C:30]([C:25]4[CH:26]=[CH:27][CH:28]=[CH:29][N:24]=4)=[O:31])[CH:5]=3)[C:9]2=[O:13])[CH2:19][CH2:18][C:17](=[O:20])[NH:16]1, predict the reactants needed to synthesize it. The reactants are: Cl.[NH2:2][CH2:3][C:4]1[CH:5]=[C:6]2[C:10](=[CH:11][CH:12]=1)[C:9](=[O:13])[N:8]([CH:14]1[CH2:19][CH2:18][C:17](=[O:20])[NH:16][C:15]1=[O:21])[C:7]2=[O:22].Cl.[N:24]1[CH:29]=[CH:28][CH:27]=[CH:26][C:25]=1[C:30](Cl)=[O:31]. (7) Given the product [F:1][C:2]1[CH:3]=[CH:4][C:5]([N:8]2[C:16]3[CH:15]=[CH:14][N+:13]([O-:25])=[CH:12][C:11]=3[CH:10]=[N:9]2)=[CH:6][CH:7]=1, predict the reactants needed to synthesize it. The reactants are: [F:1][C:2]1[CH:7]=[CH:6][C:5]([N:8]2[C:16]3[CH:15]=[CH:14][N:13]=[CH:12][C:11]=3[CH:10]=[N:9]2)=[CH:4][CH:3]=1.ClC1C=CC=C(C(OO)=[O:25])C=1. (8) Given the product [CH2:2]([N:4]1[CH2:8][CH2:7][C:6]2([CH2:13][CH2:12][N:11]([S:30]([C:27]3[CH:26]=[CH:25][C:24]([C:23]([F:22])([F:34])[F:35])=[CH:29][CH:28]=3)(=[O:32])=[O:31])[CH2:10][CH2:9]2)[C:5]1=[O:14])[CH3:3], predict the reactants needed to synthesize it. The reactants are: Cl.[CH2:2]([N:4]1[CH2:8][CH2:7][C:6]2([CH2:13][CH2:12][NH:11][CH2:10][CH2:9]2)[C:5]1=[O:14])[CH3:3].C(N(CC)CC)C.[F:22][C:23]([F:35])([F:34])[C:24]1[CH:29]=[CH:28][C:27]([S:30](Cl)(=[O:32])=[O:31])=[CH:26][CH:25]=1.O. (9) Given the product [CH:15]([NH:14][C:10]1[N:11]=[N:12][CH:13]=[C:8]([C:4]2[CH:3]=[C:2]([CH:7]=[CH:6][CH:5]=2)[C:18]#[N:19])[CH:9]=1)([CH3:17])[CH3:16], predict the reactants needed to synthesize it. The reactants are: Br[C:2]1[CH:3]=[C:4]([C:8]2[CH:9]=[C:10]([NH:14][CH:15]([CH3:17])[CH3:16])[N:11]=[N:12][CH:13]=2)[CH:5]=[CH:6][CH:7]=1.[CH3:18][N:19](C)C=O. (10) Given the product [Br:1][C:2]1[CH:10]=[CH:9][C:5]([C:6]([N:38]2[CH2:43][CH2:42][O:41][CH2:40][CH2:39]2)=[O:8])=[C:4]([O:11][CH3:12])[CH:3]=1, predict the reactants needed to synthesize it. The reactants are: [Br:1][C:2]1[CH:10]=[CH:9][C:5]([C:6]([OH:8])=O)=[C:4]([O:11][CH3:12])[CH:3]=1.CN(C(ON1N=NC2C=CC=NC1=2)=[N+](C)C)C.F[P-](F)(F)(F)(F)F.C[N:38]1[CH2:43][CH2:42][O:41][CH2:40][CH2:39]1.N1CCOCC1.